Predict the reactants needed to synthesize the given product. From a dataset of Full USPTO retrosynthesis dataset with 1.9M reactions from patents (1976-2016). (1) Given the product [CH:10]1[C:11]2[CH:12]([CH2:14][O:15][C:16]([NH:18][C@H:19]([C:35]([OH:37])=[O:36])[CH2:20][CH2:21][CH2:22][CH2:23][NH2:24])=[O:17])[C:13]3[C:5](=[CH:4][CH:3]=[CH:2][CH:1]=3)[C:6]=2[CH:7]=[CH:8][CH:9]=1, predict the reactants needed to synthesize it. The reactants are: [CH:1]1[C:13]2[CH:12]([CH2:14][O:15][C:16]([NH:18][C@H:19]([C:35]([OH:37])=[O:36])[CH2:20][CH2:21][CH2:22][CH2:23][NH:24]C(OCC3C=CC=CC=3)=O)=[O:17])[C:11]3[C:6](=[CH:7][CH:8]=[CH:9][CH:10]=3)[C:5]=2[CH:4]=[CH:3][CH:2]=1. (2) Given the product [N+:21]([C:20]1[CH:19]=[CH:18][C:14]([C:15]2[O:1][N:2]=[C:3]([C:4]3[CH:5]=[N:6][CH:7]=[CH:8][CH:9]=3)[N:10]=2)=[CH:13][C:12]=1[OH:11])([O-:23])=[O:22], predict the reactants needed to synthesize it. The reactants are: [OH:1][N:2]=[C:3]([NH2:10])[C:4]1[CH:9]=[CH:8][CH:7]=[N:6][CH:5]=1.[OH:11][C:12]1[CH:13]=[C:14]([CH:18]=[CH:19][C:20]=1[N+:21]([O-:23])=[O:22])[C:15](O)=O.N. (3) Given the product [Cl:1][C:2]1[CH:9]=[CH:8][C:5]([CH:6]=[C:13]([CH3:12])[C:14](=[O:17])[CH2:15][CH3:16])=[CH:4][CH:3]=1, predict the reactants needed to synthesize it. The reactants are: [Cl:1][C:2]1[CH:9]=[CH:8][C:5]([CH:6]=O)=[CH:4][CH:3]=1.[OH-].[K+].[CH3:12][CH2:13][C:14](=[O:17])[CH2:15][CH3:16].Cl. (4) Given the product [C:1]1([C:7]2[O:8][C:9]3[CH2:14][CH2:13][N:12]([C:15]4[CH:16]=[CH:19][CH:20]=[CH:21][N:22]=4)[CH2:11][C:10]=3[N:23]=2)[CH:2]=[CH:3][CH:4]=[CH:5][CH:6]=1, predict the reactants needed to synthesize it. The reactants are: [C:1]1([C:7]2[O:8][C:9]3[CH2:14][CH2:13][N:12]([C:15]4[N:22]=[CH:21][CH:20]=[CH:19][C:16]=4C#N)[CH2:11][C:10]=3[N:23]=2)[CH:6]=[CH:5][CH:4]=[CH:3][CH:2]=1.BrC1C=CC=CN=1. (5) Given the product [Br:10][C:6]1[CH:7]=[C:2]([F:1])[C:3]([CH3:9])=[CH:4][C:5]=1[F:8], predict the reactants needed to synthesize it. The reactants are: [F:1][C:2]1[CH:7]=[CH:6][C:5]([F:8])=[CH:4][C:3]=1[CH3:9].[Br:10]Br. (6) The reactants are: [Br:1][C:2]1[CH:3]=[C:4]([CH:8]=[CH:9][C:10]=1[C:11]([N:13]1[CH2:17][CH:16]=[CH:15][CH2:14]1)=[O:12])[C:5]([OH:7])=O.CN(C(ON1N=NC2C=CC=CC1=2)=[N+](C)C)C.[B-](F)(F)(F)F.CN1CCOCC1.[Cl:47][C:48]1[CH:61]=[CH:60][C:51]2[NH:52][C:53]([C@@H:55]([NH2:59])[CH2:56][O:57][CH3:58])=[N:54][C:50]=2[CH:49]=1.BrBr.ClCl. Given the product [Br:1][C:2]1[CH:3]=[C:4]([CH:8]=[CH:9][C:10]=1[C:11]([N:13]1[CH2:17][CH:16]=[CH:15][CH2:14]1)=[O:12])[C:5]([NH:59][C@H:55]([C:53]1[NH:52][C:51]2[CH:60]=[CH:61][C:48]([Cl:47])=[CH:49][C:50]=2[N:54]=1)[CH2:56][O:57][CH3:58])=[O:7], predict the reactants needed to synthesize it. (7) Given the product [C:21]([O:25][C:26](=[O:37])[N:27]([CH:33]([CH3:36])[C:34]#[C:35][C:2]1[S:6][C:5]([O:7][C:8]2[CH:13]=[CH:12][C:11]([O:14][C:15]3[CH:20]=[CH:19][CH:18]=[CH:17][CH:16]=3)=[CH:10][CH:9]=2)=[N:4][CH:3]=1)[C:28]1[S:29][CH:30]=[CH:31][N:32]=1)([CH3:24])([CH3:23])[CH3:22], predict the reactants needed to synthesize it. The reactants are: I[C:2]1[S:6][C:5]([O:7][C:8]2[CH:13]=[CH:12][C:11]([O:14][C:15]3[CH:20]=[CH:19][CH:18]=[CH:17][CH:16]=3)=[CH:10][CH:9]=2)=[N:4][CH:3]=1.[C:21]([O:25][C:26](=[O:37])[N:27]([CH:33]([CH3:36])[C:34]#[CH:35])[C:28]1[S:29][CH:30]=[CH:31][N:32]=1)([CH3:24])([CH3:23])[CH3:22].C(N(CC)CC)C.O.